Dataset: Catalyst prediction with 721,799 reactions and 888 catalyst types from USPTO. Task: Predict which catalyst facilitates the given reaction. (1) Reactant: [F:1][CH:2]([F:15])[O:3][C:4]1[CH:5]=[C:6]([NH2:14])[CH:7]=[CH:8][C:9]=1[O:10][CH:11]([F:13])[F:12].[S:16]1[C:20]([CH:21]=O)=[CH:19][N:18]=[CH:17]1.ClC(Cl)C.[BH-](OC(C)=O)(OC(C)=O)OC(C)=O.[Na+]. Product: [F:1][CH:2]([F:15])[O:3][C:4]1[CH:5]=[C:6]([NH:14][CH2:21][C:20]2[S:16][CH:17]=[N:18][CH:19]=2)[CH:7]=[CH:8][C:9]=1[O:10][CH:11]([F:12])[F:13]. The catalyst class is: 15. (2) Reactant: [N:1]1[C:10]2[C:5](=[CH:6][C:7]([C:11]([OH:13])=O)=[CH:8][CH:9]=2)[N:4]=[CH:3][CH:2]=1.CN([C:17]([O:21][N:22]1N=NC2C=CC=N[C:23]1=2)=[N+](C)C)C.F[P-](F)(F)(F)(F)F.CCN(C(C)C)C(C)C.Cl.CONC. Product: [CH3:17][O:21][N:22]([CH3:23])[C:11]([C:7]1[CH:6]=[C:5]2[C:10](=[CH:9][CH:8]=1)[N:1]=[CH:2][CH:3]=[N:4]2)=[O:13]. The catalyst class is: 3. (3) Reactant: Br[C:2]1[CH:3]=[C:4]([NH:10][S:11]([CH3:14])(=[O:13])=[O:12])[C:5]([O:8][CH3:9])=[N:6][CH:7]=1.CC1(C)C2C(=C(P(C3C=CC=CC=3)C3C=CC=CC=3)C=CC=2)OC2C(P(C3C=CC=CC=3)C3C=CC=CC=3)=CC=CC1=2.CC([O-])(C)C.[Na+].[C:63]1([C:69]([C:71]2[CH:76]=[CH:75][CH:74]=[CH:73][CH:72]=2)=[NH:70])[CH:68]=[CH:67][CH:66]=[CH:65][CH:64]=1. Product: [C:63]1([C:69](=[N:70][C:2]2[CH:3]=[C:4]([NH:10][S:11]([CH3:14])(=[O:13])=[O:12])[C:5]([O:8][CH3:9])=[N:6][CH:7]=2)[C:71]2[CH:72]=[CH:73][CH:74]=[CH:75][CH:76]=2)[CH:68]=[CH:67][CH:66]=[CH:65][CH:64]=1. The catalyst class is: 533. (4) Reactant: [CH3:1][S:2]([NH:5][C:6]1[CH:11]=[CH:10][C:9]([O:12][CH2:13][C@H:14]2[O:16][CH2:15]2)=[CH:8][CH:7]=1)(=[O:4])=[O:3].[C:17](=O)([O-])[O-].[K+].[K+].CI. Product: [CH3:17][N:5]([S:2]([CH3:1])(=[O:3])=[O:4])[C:6]1[CH:7]=[CH:8][C:9]([O:12][CH2:13][C@H:14]2[O:16][CH2:15]2)=[CH:10][CH:11]=1. The catalyst class is: 21. (5) Reactant: [F:1][C:2]1[C:3]([NH:23][C:24]2[CH:29]=[CH:28][C:27]([I:30])=[CH:26][C:25]=2[F:31])=[C:4]([C:9]([N:11]2[CH2:14][CH:13]([NH:15]C(=O)OC(C)(C)C)[CH2:12]2)=[O:10])[CH:5]=[CH:6][C:7]=1[F:8].FC(F)(F)C(O)=O. Product: [F:1][C:2]1[C:3]([NH:23][C:24]2[CH:29]=[CH:28][C:27]([I:30])=[CH:26][C:25]=2[F:31])=[C:4]([C:9]([N:11]2[CH2:14][CH:13]([NH2:15])[CH2:12]2)=[O:10])[CH:5]=[CH:6][C:7]=1[F:8]. The catalyst class is: 4. (6) Reactant: [C:1]([C:3]1[CH:8]=[CH:7][C:6]([CH:9]2[C:14]([C:15]([O:17][CH2:18][CH3:19])=[O:16])=[C:13]([CH3:20])[N:12]([C:21]3[CH:26]=[CH:25][CH:24]=[C:23]([C:27]([F:30])([F:29])[F:28])[CH:22]=3)[C:11](=[S:31])[NH:10]2)=[CH:5][CH:4]=1)#[N:2].I[CH2:33][CH2:34][CH2:35][CH3:36].C(=O)([O-])[O-].[K+].[K+]. Product: [C:1]([C:3]1[CH:4]=[CH:5][C:6]([CH:9]2[C:14]([C:15]([O:17][CH2:18][CH3:19])=[O:16])=[C:13]([CH3:20])[N:12]([C:21]3[CH:26]=[CH:25][CH:24]=[C:23]([C:27]([F:30])([F:29])[F:28])[CH:22]=3)[C:11]([S:31][CH2:33][CH2:34][CH2:35][CH3:36])=[N:10]2)=[CH:7][CH:8]=1)#[N:2]. The catalyst class is: 21.